This data is from Full USPTO retrosynthesis dataset with 1.9M reactions from patents (1976-2016). The task is: Predict the reactants needed to synthesize the given product. Given the product [CH3:25][N:12]1[C:13]2[C@@:14]3([CH3:24])[C:21]([CH3:22])([CH3:23])[C@H:17]([CH2:16][CH2:15]3)[C:18]=2[C:19](=[O:20])[N:11]1[CH2:10][C:5]1[CH:6]=[CH:7][CH:8]=[CH:9][C:4]=1[C:3]([OH:26])=[O:2], predict the reactants needed to synthesize it. The reactants are: C[O:2][C:3](=[O:26])[C:4]1[CH:9]=[CH:8][CH:7]=[CH:6][C:5]=1[CH2:10][N:11]1[C:19](=[O:20])[C:18]2[C@@H:17]3[C:21]([CH3:23])([CH3:22])[C@@:14]([CH3:24])([CH2:15][CH2:16]3)[C:13]=2[N:12]1[CH3:25].[OH-].[Na+].